From a dataset of Reaction yield outcomes from USPTO patents with 853,638 reactions. Predict the reaction yield, written as a fraction of the theoretical maximum amount of product (1.0 means a 100% yield; for example, 0.34 means a 34% yield). (1) The reactants are Br[C:2]1[C:10]2[C:5](=[N:6][CH:7]=[C:8]([N+:11]([O-:13])=[O:12])[CH:9]=2)[N:4](S(C2C=CC=CC=2)(=O)=O)[CH:3]=1.CN.[CH3:25][N:26](C=O)[CH3:27]. The catalyst is O. The product is [CH3:25][N:26]([CH3:27])[C:2]1[C:10]2[C:5](=[N:6][CH:7]=[C:8]([N+:11]([O-:13])=[O:12])[CH:9]=2)[NH:4][CH:3]=1. The yield is 0.510. (2) The reactants are [OH:1][CH:2](C)[CH2:3]C=C(C)C(N)=O.[C:11]1(=[O:17])[O:16][C:14](=[O:15])[CH2:13][CH2:12]1.C(N([CH2:23][CH3:24])CC)C.[CH3:25][N:26]([CH:28]=[O:29])C.[CH:30](Cl)(Cl)Cl. No catalyst specified. The product is [CH3:3][CH:2]([O:1][C:14](=[O:15])[CH2:13][CH2:12][C:11]([OH:16])=[O:17])[CH2:25][NH:26][C:28](=[O:29])[C:23]([CH3:24])=[CH2:30]. The yield is 0.650. (3) The reactants are [F:1][C:2]1[CH:3]=[C:4]2[C:8](=[CH:9][CH:10]=1)[C:7](=[O:11])[CH2:6][CH2:5]2.[BH4-].[Na+]. The catalyst is CO.ClCCl.O. The product is [F:1][C:2]1[CH:3]=[C:4]2[C:8](=[CH:9][CH:10]=1)[CH:7]([OH:11])[CH2:6][CH2:5]2. The yield is 1.00. (4) The reactants are [H-].[Na+].[CH2:3]([OH:10])[C:4]1[CH:9]=[CH:8][CH:7]=[CH:6][CH:5]=1.Br[CH2:12][CH2:13][C:14]([O:16]CC)=[O:15].O. The catalyst is C1(C)C=CC=CC=1.C(OCC)(=O)C.CO.[OH-].[Na+]. The product is [CH2:3]([O:10][CH2:12][CH2:13][C:14]([OH:16])=[O:15])[C:4]1[CH:9]=[CH:8][CH:7]=[CH:6][CH:5]=1. The yield is 0.340. (5) The yield is 0.662. The catalyst is CC(C)=O. The product is [CH3:1][O:2][C:3]1[C:4]([CH2:9][O:10][CH:33]2[CH:32]3[CH2:31][CH:30]4[CH2:29][CH:28]([CH2:27][C:26]2([C:25](=[O:38])[CH3:23])[CH2:35]4)[CH2:34]3)=[N:5][CH:6]=[CH:7][CH:8]=1. The reactants are [CH3:1][O:2][C:3]1[C:4]([CH2:9][OH:10])=[N:5][CH:6]=[CH:7][CH:8]=1.C12(C([C:23]([CH:25](Br)[C:26]34[CH2:35][CH:30]5[CH2:31][CH:32]([CH2:34][CH:28]([CH2:29]5)[CH2:27]3)[CH2:33]4)=O)Br)CC3CC(CC(C3)C1)C2.C(=O)([O-])[O-:38].[Cs+].[Cs+]. (6) The reactants are [Br:1][C:2]1[CH:11]=[C:10]([I:12])[C:5]([C:6](OC)=[O:7])=[CH:4][N:3]=1.[H-].C([Al+]CC(C)C)C(C)C. The catalyst is C(Cl)Cl.O1CCCC1. The product is [Br:1][C:2]1[N:3]=[CH:4][C:5]([CH2:6][OH:7])=[C:10]([I:12])[CH:11]=1. The yield is 0.900. (7) The reactants are [Br:1][C:2]1[C:7]([C:8](OC)=[O:9])=[CH:6][C:5]([Cl:12])=[N:4][CH:3]=1.CO.[BH4-].[Li+]. The yield is 0.790. The catalyst is O1CCCC1. The product is [Br:1][C:2]1[C:7]([CH2:8][OH:9])=[CH:6][C:5]([Cl:12])=[N:4][CH:3]=1.